Task: Predict the reactants needed to synthesize the given product.. Dataset: Full USPTO retrosynthesis dataset with 1.9M reactions from patents (1976-2016) (1) Given the product [CH2:1]([NH:8][S:13]([C:16]1[CH:17]=[C:18]2[C:22](=[CH:23][CH:24]=1)[NH:21][C:20](=[O:25])[C:19]2=[O:26])(=[O:14])=[O:15])[C:2]1[CH:7]=[CH:6][CH:5]=[CH:4][CH:3]=1, predict the reactants needed to synthesize it. The reactants are: [CH2:1]([NH2:8])[C:2]1[CH:7]=[CH:6][CH:5]=[CH:4][CH:3]=1.C(N[S:13]([C:16]1[CH:17]=[C:18]2[C:22](=[CH:23][CH:24]=1)[NH:21][C:20](=[O:25])[C:19]2=[O:26])(=[O:15])=[O:14])CC. (2) Given the product [CH2:14]([C:11]1[O:10][C:9]([CH2:8][S:7][C:4]2[S:3][C:2]([NH:1][C:16](=[O:23])[C:17]3[CH:22]=[CH:21][CH:20]=[CH:19][CH:18]=3)=[N:6][CH:5]=2)=[N:13][CH:12]=1)[CH3:15], predict the reactants needed to synthesize it. The reactants are: [NH2:1][C:2]1[S:3][C:4]([S:7][CH2:8][C:9]2[O:10][C:11]([CH2:14][CH3:15])=[CH:12][N:13]=2)=[CH:5][N:6]=1.[C:16](Cl)(=[O:23])[C:17]1[CH:22]=[CH:21][CH:20]=[CH:19][CH:18]=1.C(N(CC)CC)C.